This data is from Full USPTO retrosynthesis dataset with 1.9M reactions from patents (1976-2016). The task is: Predict the reactants needed to synthesize the given product. Given the product [CH:11]1[C:12]2[C:7](=[CH:6][C:5]3[C:14]([C:13]=2[C:15]([N:17]2[CH2:18][CH2:19][CH:20]([N:23]4[CH2:34][CH2:33][CH2:32][C:25]5([N:29]=[C:28]([CH3:30])[N:27]([CH2:36][CH:37]6[CH2:40][CH2:39][CH2:38]6)[C:26]5=[O:31])[CH2:24]4)[CH2:21][CH2:22]2)=[O:16])=[CH:1][CH:2]=[CH:3][CH:4]=3)[CH:8]=[CH:9][CH:10]=1, predict the reactants needed to synthesize it. The reactants are: [CH:1]1[C:14]2[C:5](=[CH:6][C:7]3[C:12]([C:13]=2[C:15]([N:17]2[CH2:22][CH2:21][CH:20]([N:23]4[CH2:34][CH2:33][CH2:32][C:25]5([N:29]=[C:28]([CH3:30])[NH:27][C:26]5=[O:31])[CH2:24]4)[CH2:19][CH2:18]2)=[O:16])=[CH:11][CH:10]=[CH:9][CH:8]=3)[CH:4]=[CH:3][CH:2]=1.Br[CH2:36][CH:37]1[CH2:40][CH2:39][CH2:38]1.